From a dataset of Catalyst prediction with 721,799 reactions and 888 catalyst types from USPTO. Predict which catalyst facilitates the given reaction. Product: [CH3:15][C:11]1[O:33][C:9](/[CH:10]=[CH:21]/[C:23]2[CH:28]=[CH:27][C:26]([N:39]([CH3:40])[CH3:38])=[CH:25][CH:24]=2)=[CH:8][C:13](=[C:14]([C:2]#[N:3])[C:5]#[N:4])[CH:12]=1. The catalyst class is: 587. Reactant: Br[C:2]1[C:14]2[C:13]3[CH:12]=[C:11]([C:15]4C=NC=CC=4)[CH:10]=[CH:9][C:8]=3N=C[C:5]=2[NH:4][N:3]=1.[C:21]([C:23]1[CH:28]=[CH:27][C:26](B(O)O)=[CH:25][CH:24]=1)#N.C([O-])([O-])=[O:33].[K+].[K+].[CH3:38][N:39](C=O)[CH3:40].